From a dataset of Catalyst prediction with 721,799 reactions and 888 catalyst types from USPTO. Predict which catalyst facilitates the given reaction. (1) Reactant: Br[CH2:2][C:3](=O)[C@@H:4]1[C@:21]2([CH3:22])[C@H:7]([C@H:8]3[C@H:18]([CH2:19][CH2:20]2)[C@:16]2([CH3:17])[C@H:11]([CH2:12][C@@:13]([OH:24])([CH3:23])[CH2:14][CH2:15]2)[CH2:10][CH2:9]3)[CH2:6][CH2:5]1.[NH2:26][C:27]1[CH:32]=[CH:31][CH:30]=[CH:29][N:28]=1. Product: [OH:24][C@:13]1([CH3:23])[CH2:14][CH2:15][C@@:16]2([CH3:17])[C@@H:11]([CH2:10][CH2:9][C@@H:8]3[C@@H:18]2[CH2:19][CH2:20][C@@:21]2([CH3:22])[C@H:7]3[CH2:6][CH2:5][C@@H:4]2[C:3]2[N:26]=[C:27]3[CH:32]=[CH:31][CH:30]=[CH:29][N:28]3[CH:2]=2)[CH2:12]1. The catalyst class is: 14. (2) Reactant: Cl[CH2:2][C:3]1[CH:25]=[CH:24][C:6]([CH2:7][N:8]2[C:17]3[C:12](=[C:13]([CH:18]4[O:22][CH2:21][CH2:20][O:19]4)[CH:14]=[CH:15][CH:16]=3)[CH2:11][CH2:10][C:9]2=[O:23])=[CH:5][CH:4]=1.[CH3:26][NH:27][C:28]1[CH:33]=[CH:32][CH:31]=[CH:30][CH:29]=1.C(=O)([O-])[O-].[K+].[K+].C(#N)C. Product: [O:19]1[CH2:20][CH2:21][O:22][CH:18]1[C:13]1[CH:14]=[CH:15][CH:16]=[C:17]2[C:12]=1[CH2:11][CH2:10][C:9](=[O:23])[N:8]2[CH2:7][C:6]1[CH:24]=[CH:25][C:3]([CH2:2][N:27]([CH3:26])[C:28]2[CH:33]=[CH:32][CH:31]=[CH:30][CH:29]=2)=[CH:4][CH:5]=1. The catalyst class is: 46.